From a dataset of Full USPTO retrosynthesis dataset with 1.9M reactions from patents (1976-2016). Predict the reactants needed to synthesize the given product. (1) Given the product [CH2:1]([O:3][C:4](=[O:39])[CH2:5][CH2:6][CH2:7][O:8][C:9]1[CH:14]=[CH:13][CH:12]=[C:11]([CH2:15][CH2:16][CH2:17][CH2:18][CH2:19][CH2:20][O:21][C:22]2[CH:23]=[C:24]([C:47]3[CH:48]=[CH:49][C:44]([S:41]([CH3:40])(=[O:43])=[O:42])=[CH:45][CH:46]=3)[CH:25]=[C:26]([O:28][CH2:29][CH3:30])[CH:27]=2)[C:10]=1[CH2:32][CH2:33][C:34]([O:36][CH2:37][CH3:38])=[O:35])[CH3:2], predict the reactants needed to synthesize it. The reactants are: [CH2:1]([O:3][C:4](=[O:39])[CH2:5][CH2:6][CH2:7][O:8][C:9]1[CH:14]=[CH:13][CH:12]=[C:11]([CH2:15][CH2:16][CH2:17][CH2:18][CH2:19][CH2:20][O:21][C:22]2[CH:27]=[C:26]([O:28][CH2:29][CH3:30])[CH:25]=[C:24](Br)[CH:23]=2)[C:10]=1[CH2:32][CH2:33][C:34]([O:36][CH2:37][CH3:38])=[O:35])[CH3:2].[CH3:40][S:41]([C:44]1[CH:49]=[CH:48][C:47](B(O)O)=[CH:46][CH:45]=1)(=[O:43])=[O:42].C(=O)([O-])[O-].[Cs+].[Cs+]. (2) Given the product [F:29][C:27]1[CH:26]=[CH:25][C:24]([O:30][CH3:31])=[C:23]([C:20]([CH3:21])([CH3:22])[CH2:19][C:18]([C:33]([F:34])([F:35])[F:36])([OH:32])[CH2:17][NH:16][C:12]2[CH:11]=[CH:10][CH:9]=[C:8]3[C:13]=2[CH:14]=[CH:15][C:6]([CH2:5][OH:4])=[N:7]3)[CH:28]=1, predict the reactants needed to synthesize it. The reactants are: C([O:4][CH2:5][C:6]1[CH:15]=[CH:14][C:13]2[C:8](=[CH:9][CH:10]=[CH:11][C:12]=2[NH:16][CH2:17][C:18]([C:33]([F:36])([F:35])[F:34])([OH:32])[CH2:19][C:20]([C:23]2[CH:28]=[C:27]([F:29])[CH:26]=[CH:25][C:24]=2[O:30][CH3:31])([CH3:22])[CH3:21])[N:7]=1)(=O)C.[BH4-].[Na+]. (3) Given the product [CH3:25][N:26]([CH3:30])[CH2:27][C:28]#[C:29][C:16]1[CH:17]=[C:13]([CH:11]2[C:10]([NH:19][CH3:20])=[N:9][C:8]3[N:21]=[CH:22][CH:23]=[CH:24][C:7]=3[C:6]([C:2]3[O:1][CH:5]=[CH:4][CH:3]=3)=[N:12]2)[S:14][CH:15]=1, predict the reactants needed to synthesize it. The reactants are: [O:1]1[CH:5]=[CH:4][CH:3]=[C:2]1[C:6]1[C:7]2[CH:24]=[CH:23][CH:22]=[N:21][C:8]=2[N:9]=[C:10]([NH:19][CH3:20])[CH:11]([C:13]2[S:14][CH:15]=[C:16](I)[CH:17]=2)[N:12]=1.[CH3:25][N:26]([CH3:30])[CH2:27][C:28]#[CH:29]. (4) Given the product [CH2:1]([O:3][C:4](=[O:25])[CH2:5][N:6]1[C:12]2[CH:13]=[CH:14][C:15]([Cl:17])=[CH:16][C:11]=2[C@@:10]2([C:18]3[CH:23]=[CH:22][CH:21]=[CH:20][CH:19]=3)[C@H:32]([O:31][C:30]3[CH:36]=[C:37]([O:39][CH3:40])[CH:38]=[C:28]([O:27][CH3:26])[CH:29]=3)[C:33](=[O:34])[N:9]2[CH2:8][C:7]1=[O:24])[CH3:2], predict the reactants needed to synthesize it. The reactants are: [CH2:1]([O:3][C:4](=[O:25])[CH2:5][N:6]1[C:12]2[CH:13]=[CH:14][C:15]([Cl:17])=[CH:16][C:11]=2[C:10]([C:18]2[CH:23]=[CH:22][CH:21]=[CH:20][CH:19]=2)=[N:9][CH2:8][C:7]1=[O:24])[CH3:2].[CH3:26][O:27][C:28]1[CH:29]=[C:30]([CH:36]=[C:37]([O:39][CH3:40])[CH:38]=1)[O:31][CH2:32][C:33](O)=[O:34]. (5) The reactants are: [O:1]1[CH:5]=[CH:4][C:3]([C:6]2[N:11]3[N:12]=[C:13]([NH2:15])[N:14]=[C:10]3[CH:9]=[CH:8][CH:7]=2)=[CH:2]1.[O:16]1[C:21]2[CH:22]=[CH:23][C:24]([C:26](Cl)=[O:27])=[CH:25][C:20]=2[O:19][CH2:18][CH2:17]1. Given the product [O:1]1[CH:5]=[CH:4][C:3]([C:6]2[N:11]3[N:12]=[C:13]([NH:15][C:26]([C:24]4[CH:23]=[CH:22][C:21]5[O:16][CH2:17][CH2:18][O:19][C:20]=5[CH:25]=4)=[O:27])[N:14]=[C:10]3[CH:9]=[CH:8][CH:7]=2)=[CH:2]1, predict the reactants needed to synthesize it. (6) Given the product [ClH:1].[Cl:1][C:2]1[CH:7]=[CH:6][CH:5]=[CH:4][C:3]=1[N:8]1[C:12]([CH3:13])=[C:11]([C:14]2[CH2:15][CH2:16][NH:17][CH2:18][CH:19]=2)[N:10]=[N:9]1, predict the reactants needed to synthesize it. The reactants are: [Cl:1][C:2]1[CH:7]=[CH:6][CH:5]=[CH:4][C:3]=1[N:8]1[C:12]([CH3:13])=[C:11]([C:14]2[CH2:15][CH2:16][N:17](C(OC(C)(C)C)=O)[CH2:18][CH:19]=2)[N:10]=[N:9]1. (7) Given the product [CH3:13][CH:14]1[CH2:19][CH2:18][C:17]([CH2:3][CH2:4][O:6][C:7](=[O:8])[C:2]([CH3:12])=[CH2:1])([C:20]([OH:25])=[O:21])[CH:16]([C:23]([OH:22])=[O:24])[CH2:15]1, predict the reactants needed to synthesize it. The reactants are: [CH3:1][C:2]12[CH2:12]CCC[CH:3]1[C:4]([O:6][C:7]2=[O:8])=O.[CH3:13][CH:14]1[CH2:19][CH2:18][CH:17]2[C:20]([O:22][C:23](=[O:24])[CH:16]2[CH2:15]1)=[O:21].[OH:25]CCOC(=O)C(C)=C. (8) Given the product [Cl:15][C:2]1[N:9]=[C:8]([CH:10]([CH3:12])[CH3:11])[CH:7]=[CH:6][C:3]=1[C:4]#[N:5], predict the reactants needed to synthesize it. The reactants are: O[C:2]1[N:9]=[C:8]([CH:10]([CH3:12])[CH3:11])[CH:7]=[CH:6][C:3]=1[C:4]#[N:5].P(Cl)(Cl)([Cl:15])=O.